Dataset: Full USPTO retrosynthesis dataset with 1.9M reactions from patents (1976-2016). Task: Predict the reactants needed to synthesize the given product. Given the product [NH2:1][C@H:4]([C:19](=[O:31])[NH:20][C:21]1[CH:22]=[N:23][C:24]2[C:29]([CH:30]=1)=[CH:28][CH:27]=[CH:26][CH:25]=2)[CH2:5][CH:6]1[CH2:11][CH2:10][N:9]([C:12]([O:14][C:15]([CH3:17])([CH3:18])[CH3:16])=[O:13])[CH2:8][CH2:7]1, predict the reactants needed to synthesize it. The reactants are: [N:1]([C@H:4]([C:19](=[O:31])[NH:20][C:21]1[CH:22]=[N:23][C:24]2[C:29]([CH:30]=1)=[CH:28][CH:27]=[CH:26][CH:25]=2)[CH2:5][CH:6]1[CH2:11][CH2:10][N:9]([C:12]([O:14][C:15]([CH3:18])([CH3:17])[CH3:16])=[O:13])[CH2:8][CH2:7]1)=[N+]=[N-].[OH-].[Na+].P(C)(C)C.